Predict the reaction yield, written as a fraction of the theoretical maximum amount of product (1.0 means a 100% yield; for example, 0.34 means a 34% yield). From a dataset of Buchwald-Hartwig C-N cross coupling reaction yields with 55,370 reactions. (1) The reactants are FC(F)(F)c1ccc(Br)cc1.Cc1ccc(N)cc1.O=S(=O)(O[Pd]1c2ccccc2-c2ccccc2N~1)C(F)(F)F.CC(C)c1cc(C(C)C)c(-c2ccccc2P(C(C)(C)C)C(C)(C)C)c(C(C)C)c1.CN1CCCN2CCCN=C12.c1ccc2oncc2c1. No catalyst specified. The product is Cc1ccc(Nc2ccc(C(F)(F)F)cc2)cc1. The yield is 0.366. (2) The reactants are FC(F)(F)c1ccc(Cl)cc1.Cc1ccc(N)cc1.O=S(=O)(O[Pd]1c2ccccc2-c2ccccc2N~1)C(F)(F)F.CC(C)c1cc(C(C)C)c(-c2ccccc2P(C(C)(C)C)C(C)(C)C)c(C(C)C)c1.CN(C)C(=NC(C)(C)C)N(C)C.c1ccc(-c2cnoc2)cc1. No catalyst specified. The product is Cc1ccc(Nc2ccc(C(F)(F)F)cc2)cc1. The yield is 0.126. (3) The reactants are COc1ccc(I)cc1.Cc1ccc(N)cc1.O=S(=O)(O[Pd]1c2ccccc2-c2ccccc2N~1)C(F)(F)F.COc1ccc(OC)c(P(C(C)(C)C)C(C)(C)C)c1-c1c(C(C)C)cc(C(C)C)cc1C(C)C.CN(C)C(=NC(C)(C)C)N(C)C.Cc1cc(C)on1. No catalyst specified. The product is COc1ccc(Nc2ccc(C)cc2)cc1. The yield is 0.405. (4) The reactants are FC(F)(F)c1ccc(Br)cc1.Cc1ccc(N)cc1.O=S(=O)(O[Pd]1c2ccccc2-c2ccccc2N~1)C(F)(F)F.CC(C)c1cc(C(C)C)c(-c2ccccc2P(C2CCCCC2)C2CCCCC2)c(C(C)C)c1.CCN=P(N=P(N(C)C)(N(C)C)N(C)C)(N(C)C)N(C)C.COC(=O)c1cc(-c2cccs2)on1. No catalyst specified. The product is Cc1ccc(Nc2ccc(C(F)(F)F)cc2)cc1. The yield is 0.157. (5) The reactants are Clc1ccccn1.Cc1ccc(N)cc1.O=S(=O)(O[Pd]1c2ccccc2-c2ccccc2N~1)C(F)(F)F.COc1ccc(OC)c(P([C@]23C[C@H]4C[C@H](C[C@H](C4)C2)C3)[C@]23C[C@H]4C[C@H](C[C@H](C4)C2)C3)c1-c1c(C(C)C)cc(C(C)C)cc1C(C)C.CN(C)C(=NC(C)(C)C)N(C)C.Cc1ccon1. No catalyst specified. The product is Cc1ccc(Nc2ccccn2)cc1. The yield is 0.383. (6) The reactants are Brc1ccccn1.Cc1ccc(N)cc1.O=S(=O)(O[Pd]1c2ccccc2-c2ccccc2N~1)C(F)(F)F.COc1ccc(OC)c(P([C@]23C[C@H]4C[C@H](C[C@H](C4)C2)C3)[C@]23C[C@H]4C[C@H](C[C@H](C4)C2)C3)c1-c1c(C(C)C)cc(C(C)C)cc1C(C)C.CCN=P(N=P(N(C)C)(N(C)C)N(C)C)(N(C)C)N(C)C.CCOC(=O)c1cc(OC)no1. No catalyst specified. The product is Cc1ccc(Nc2ccccn2)cc1. The yield is 0.775. (7) The reactants are FC(F)(F)c1ccc(Br)cc1.Cc1ccc(N)cc1.O=S(=O)(O[Pd]1c2ccccc2-c2ccccc2N~1)C(F)(F)F.COc1ccc(OC)c(P([C@]23C[C@H]4C[C@H](C[C@H](C4)C2)C3)[C@]23C[C@H]4C[C@H](C[C@H](C4)C2)C3)c1-c1c(C(C)C)cc(C(C)C)cc1C(C)C.CCN=P(N=P(N(C)C)(N(C)C)N(C)C)(N(C)C)N(C)C.Cc1cc(-c2ccccc2)on1. No catalyst specified. The product is Cc1ccc(Nc2ccc(C(F)(F)F)cc2)cc1. The yield is 0.155.